This data is from Reaction yield outcomes from USPTO patents with 853,638 reactions. The task is: Predict the reaction yield, written as a fraction of the theoretical maximum amount of product (1.0 means a 100% yield; for example, 0.34 means a 34% yield). (1) The reactants are N[C:2]1[N:3]([C:13]2[C:22]3[C:17](=[CH:18][CH:19]=[CH:20][CH:21]=3)[C:16]([CH:23]3[CH2:25][CH2:24]3)=[CH:15][CH:14]=2)[C:4]([S:7][CH2:8][CH2:9][C:10]([O-:12])=[O:11])=[N:5][N:6]=1.N([O-])=O.[Na+].Cl[CH:31](Cl)[C:32](O)=O.O.C(Br)(Br)[Br:38]. The catalyst is [Br-].C([N+](CC)(CC)CC)C1C=CC=CC=1.ClCCl. The product is [Br:38][C:2]1[N:3]([C:13]2[C:22]3[C:17](=[CH:18][CH:19]=[CH:20][CH:21]=3)[C:16]([CH:23]3[CH2:24][CH2:25]3)=[CH:15][CH:14]=2)[C:4]([S:7][CH2:8][CH2:9][C:10]([O:12][CH2:31][CH3:32])=[O:11])=[N:5][N:6]=1. The yield is 0.476. (2) The reactants are [Cl:1][C:2]1[N:10]=[C:9]2[C:5]([N:6]=[C:7]([CH2:12][CH:13]=O)[N:8]2[CH3:11])=[C:4]([N:15]2[CH2:20][CH2:19][O:18][CH2:17][CH2:16]2)[N:3]=1.[CH:21]12[NH:28][CH:25]([CH2:26][CH2:27]1)[CH2:24][O:23][CH2:22]2.C(O[BH-](OC(=O)C)OC(=O)C)(=O)C.[Na+]. The catalyst is ClCCCl. The product is [Cl:1][C:2]1[N:10]=[C:9]2[C:5]([N:6]=[C:7]([CH2:12][CH2:13][N:28]3[CH:21]4[CH2:27][CH2:26][CH:25]3[CH2:24][O:23][CH2:22]4)[N:8]2[CH3:11])=[C:4]([N:15]2[CH2:20][CH2:19][O:18][CH2:17][CH2:16]2)[N:3]=1. The yield is 0.510. (3) The reactants are C([NH2:4])(C)C.Cl.[C:6]([O:10][C:11]([NH:13][CH:14]([CH2:21][CH:22]([C:26]1[CH:31]=[CH:30][CH:29]=[CH:28][C:27]=1[CH3:32])[C:23](=O)[CH3:24])[C:15](OC(C)C)=[O:16])=[O:12])([CH3:9])([CH3:8])[CH3:7]. The catalyst is O.CS(C)=O. The product is [C:6]([O:10][C:11](=[O:12])[NH:13][CH:14]1[CH2:21][C@@H:22]([C:26]2[CH:31]=[CH:30][CH:29]=[CH:28][C:27]=2[CH3:32])[C@@H:23]([CH3:24])[NH:4][C:15]1=[O:16])([CH3:9])([CH3:8])[CH3:7]. The yield is 0.400. (4) The reactants are [Br:1][C:2]1[CH:7]=[C:6]([C:8]([C:10]2[NH:14][C:13]3[CH:15]=[CH:16][C:17]([N:19]4[CH2:24][CH2:23][CH:22]([N:25]([CH3:27])[CH3:26])[CH2:21][CH2:20]4)=[CH:18][C:12]=3[N:11]=2)=[O:9])[CH:5]=[CH:4][N:3]=1.[H-].[Na+].[CH3:30][Si:31]([CH3:38])([CH3:37])[CH2:32][CH2:33][O:34][CH2:35]Cl.Cl. The catalyst is C1COCC1. The product is [Br:1][C:2]1[CH:7]=[C:6]([C:8]([C:10]2[N:14]([CH2:35][O:34][CH2:33][CH2:32][Si:31]([CH3:38])([CH3:37])[CH3:30])[C:13]3[CH:15]=[CH:16][C:17]([N:19]4[CH2:20][CH2:21][CH:22]([N:25]([CH3:27])[CH3:26])[CH2:23][CH2:24]4)=[CH:18][C:12]=3[N:11]=2)=[O:9])[CH:5]=[CH:4][N:3]=1. The yield is 0.720. (5) The reactants are [CH3:1][C:2]1[C:6]2[C:7](=[O:19])[N:8]([CH2:12][CH2:13][N:14]3[CH2:18][CH2:17][CH2:16][CH2:15]3)[CH2:9][CH2:10][CH2:11][C:5]=2[NH:4][C:3]=1[CH:20]=O.[F:22][C:23]1[CH:28]=[CH:27][C:26]([CH2:29][S:30]([C:33]2[CH:34]=[C:35]3[C:39](=[CH:40][CH:41]=2)[NH:38][C:37](=[O:42])[CH2:36]3)(=[O:32])=[O:31])=[CH:25][CH:24]=1.N1CCCCC1. The catalyst is C(O)C. The product is [F:22][C:23]1[CH:24]=[CH:25][C:26]([CH2:29][S:30]([C:33]2[CH:34]=[C:35]3[C:39](=[CH:40][CH:41]=2)[NH:38][C:37](=[O:42])[C:36]3=[CH:20][C:3]2[NH:4][C:5]3[CH2:11][CH2:10][CH2:9][N:8]([CH2:12][CH2:13][N:14]4[CH2:15][CH2:16][CH2:17][CH2:18]4)[C:7](=[O:19])[C:6]=3[C:2]=2[CH3:1])(=[O:32])=[O:31])=[CH:27][CH:28]=1. The yield is 0.818. (6) The reactants are [Si:1](Cl)([C:14]([CH3:17])([CH3:16])[CH3:15])([C:8]1[CH:13]=[CH:12][CH:11]=[CH:10][CH:9]=1)[C:2]1[CH:7]=[CH:6][CH:5]=[CH:4][CH:3]=1.[OH:19][CH2:20][C:21]1([C@H:24]2[CH2:28][C:27](=[O:29])[N:26]([C@H:30]([C:32]3[CH:37]=[CH:36][CH:35]=[CH:34][CH:33]=3)[CH3:31])[CH2:25]2)[CH2:23][CH2:22]1.N1C=CN=C1. The catalyst is CN(C)C=O.C(OCC)(=O)C. The product is [O:19]([CH2:20][C:21]1([C@H:24]2[CH2:28][C:27](=[O:29])[N:26]([C@H:30]([C:32]3[CH:33]=[CH:34][CH:35]=[CH:36][CH:37]=3)[CH3:31])[CH2:25]2)[CH2:22][CH2:23]1)[Si:1]([C:14]([CH3:17])([CH3:16])[CH3:15])([C:8]1[CH:13]=[CH:12][CH:11]=[CH:10][CH:9]=1)[C:2]1[CH:7]=[CH:6][CH:5]=[CH:4][CH:3]=1. The yield is 0.860.